Dataset: Forward reaction prediction with 1.9M reactions from USPTO patents (1976-2016). Task: Predict the product of the given reaction. (1) Given the reactants [S:1]([C:5]1[CH:11]=[CH:10][C:8]([CH3:9])=[CH:7][CH:6]=1)([OH:4])(=[O:3])=[O:2].[S:12]([C:16]1[CH:22]=[CH:21][C:19]([CH3:20])=[CH:18][CH:17]=1)([OH:15])(=[O:14])=[O:13].[Cl:23][C:24]1[CH:25]=[C:26]([NH:39][C:40]2[C:49]3[C:44](=[CH:45][CH:46]=[C:47]([C:50]4[O:51][C:52]([CH2:55][NH:56][CH2:57][CH2:58][S:59]([CH3:62])(=[O:61])=[O:60])=[CH:53][CH:54]=4)[CH:48]=3)[N:43]=[CH:42][N:41]=2)[CH:27]=[CH:28][C:29]=1[O:30][CH2:31][C:32]1[CH:37]=[CH:36][CH:35]=[C:34]([F:38])[CH:33]=1.CS(CCNCC1OC(C2C=CC3N=CN=C(NC4C=CC(OCC5C=CC=C(F)C=5)=C(Cl)C=4)C=3C=2)=CC=1)(=O)=[O:65], predict the reaction product. The product is: [CH3:9][C:8]1[CH:10]=[CH:11][C:5]([S:1]([OH:4])(=[O:3])=[O:2])=[CH:6][CH:7]=1.[CH3:20][C:19]1[CH:21]=[CH:22][C:16]([S:12]([OH:15])(=[O:14])=[O:13])=[CH:17][CH:18]=1.[CH3:62][S:59]([CH2:58][CH2:57][NH:56][CH2:55][C:52]1[O:51][C:50]([C:47]2[CH:46]=[CH:45][C:44]3[N:43]=[CH:42][N:41]=[C:40]([NH:39][C:26]4[CH:27]=[CH:28][C:29]([O:30][CH2:31][C:32]5[CH:37]=[CH:36][CH:35]=[C:34]([F:38])[CH:33]=5)=[C:24]([Cl:23])[CH:25]=4)[C:49]=3[CH:48]=2)=[CH:54][CH:53]=1)(=[O:61])=[O:60].[OH2:65]. (2) The product is: [Cl:8][C:5]1[N:6]=[CH:7][C:2]([C:10]([OH:11])([CH3:12])[CH3:9])=[N:3][CH:4]=1. Given the reactants Br[C:2]1[CH:7]=[N:6][C:5]([Cl:8])=[CH:4][N:3]=1.[CH3:9][C:10]([CH3:12])=[O:11], predict the reaction product. (3) Given the reactants [C:1]([C:3](=[CH:7][C:8]1[S:9][CH:10]=[CH:11][CH:12]=1)[C:4](=[S:6])[NH2:5])#[N:2].N1[CH2:18][CH2:17][CH2:16][CH2:15][CH2:14]1.[CH2:19](O)[CH3:20], predict the reaction product. The product is: [SH:6][C:4]1[N:5]=[C:15]2[CH2:16][CH2:17][CH2:18][CH2:19][CH2:20][C:14]2=[C:7]([C:8]2[S:9][CH:10]=[CH:11][CH:12]=2)[C:3]=1[C:1]#[N:2]. (4) The product is: [C:1]([N:4]([CH2:36][C:37]1[CH:38]=[CH:39][CH:40]=[CH:41][CH:42]=1)[C:5]1[CH:15]=[C:14]([C:16]2[C:25]3[C:20](=[CH:21][C:22]([O:31][CH2:32][CH3:33])=[C:23]4[O:28][C:27]([CH3:29])([CH3:30])[CH2:26][C:24]4=3)[CH2:19][C:18]([CH3:35])([CH3:34])[N:17]=2)[CH:13]=[CH:12][C:6]=1[C:7]([OH:9])=[O:8])(=[O:3])[CH3:2]. Given the reactants [C:1]([N:4]([CH2:36][C:37]1[CH:42]=[CH:41][CH:40]=[CH:39][CH:38]=1)[C:5]1[CH:15]=[C:14]([C:16]2[C:25]3[C:20](=[CH:21][C:22]([O:31][CH2:32][CH3:33])=[C:23]4[O:28][C:27]([CH3:30])([CH3:29])[CH2:26][C:24]4=3)[CH2:19][C:18]([CH3:35])([CH3:34])[N:17]=2)[CH:13]=[CH:12][C:6]=1[C:7]([O:9]CC)=[O:8])(=[O:3])[CH3:2].[OH-].[Na+], predict the reaction product. (5) Given the reactants Br[C:2]1[CH:9]=[C:8]([N:10]2[C:18]3[CH2:17][C:16]([CH3:20])([CH3:19])[CH2:15][C:14](=[O:21])[C:13]=3[C:12]([C:22]([F:25])([F:24])[F:23])=[N:11]2)[CH:7]=[CH:6][C:3]=1[C:4]#[N:5].[CH2:26]([O:33][C@H:34]1[CH2:38][CH2:37][CH2:36][C@@H:35]1[NH2:39])[C:27]1[CH:32]=[CH:31][CH:30]=[CH:29][CH:28]=1.CC(C)([O-:43])C.[Na+].[OH-].[K+].OO, predict the reaction product. The product is: [CH2:26]([O:33][C@H:34]1[CH2:38][CH2:37][CH2:36][C@@H:35]1[NH:39][C:2]1[CH:9]=[C:8]([N:10]2[C:18]3[CH2:17][C:16]([CH3:20])([CH3:19])[CH2:15][C:14](=[O:21])[C:13]=3[C:12]([C:22]([F:25])([F:24])[F:23])=[N:11]2)[CH:7]=[CH:6][C:3]=1[C:4]([NH2:5])=[O:43])[C:27]1[CH:32]=[CH:31][CH:30]=[CH:29][CH:28]=1. (6) Given the reactants [CH3:1][NH2:2].[OH:3][C:4]1[CH:5]=[C:6]2[C:10](=[CH:11][CH:12]=1)[NH:9][CH:8]=[CH:7]2, predict the reaction product. The product is: [N:2]1[C:5]2=[C:6]3[C:10](=[CH:11][CH:12]=[C:4]2[O:3][CH:1]=1)[NH:9][CH:8]=[CH:7]3. (7) Given the reactants Br[C:2]1[CH:7]=[CH:6][C:5]([Cl:8])=[CH:4][C:3]=1[CH2:9][CH2:10][S:11]([NH:14][C:15]1[CH:20]=[CH:19][CH:18]=[CH:17][C:16]=1[F:21])(=[O:13])=[O:12].C([O-])(=O)C.[Cs+], predict the reaction product. The product is: [Cl:8][C:5]1[CH:6]=[CH:7][C:2]2[N:14]([C:15]3[CH:20]=[CH:19][CH:18]=[CH:17][C:16]=3[F:21])[S:11](=[O:13])(=[O:12])[CH2:10][CH2:9][C:3]=2[CH:4]=1.